From a dataset of Reaction yield outcomes from USPTO patents with 853,638 reactions. Predict the reaction yield, written as a fraction of the theoretical maximum amount of product (1.0 means a 100% yield; for example, 0.34 means a 34% yield). The reactants are C([O:3][C:4](=O)[CH:5]=[C:6]([C:9]1[CH:14]=[C:13]([Si:15]([CH3:18])([CH3:17])[CH3:16])[N:12]=[C:11]([O:19][CH3:20])[C:10]=1[CH2:21][O:22][CH2:23][O:24][CH3:25])[CH2:7][CH3:8])C.[H-].[H-].[H-].[H-].[Li+].[Al+3]. The catalyst is CCOCC. The product is [CH3:20][O:19][C:11]1[C:10]([CH2:21][O:22][CH2:23][O:24][CH3:25])=[C:9]([C:6]([CH2:7][CH3:8])=[CH:5][CH2:4][OH:3])[CH:14]=[C:13]([Si:15]([CH3:18])([CH3:17])[CH3:16])[N:12]=1. The yield is 0.900.